Predict the reactants needed to synthesize the given product. From a dataset of Full USPTO retrosynthesis dataset with 1.9M reactions from patents (1976-2016). (1) Given the product [Br:1][C:2]1[CH:7]=[CH:6][CH:5]=[C:4]2[C:3]=1[NH:8][CH:11]=[C:12]2[CH3:13], predict the reactants needed to synthesize it. The reactants are: [Br:1][C:2]1[CH:7]=[CH:6][CH:5]=[CH:4][C:3]=1[N+:8]([O-])=O.[CH2:11]([Mg]Br)[CH:12]=[CH2:13]. (2) Given the product [Br:24][C:15]1[C:16]([CH3:23])=[CH:17][CH:18]=[C:19]2[C:14]=1[CH:13]=[CH:1][NH:20]2, predict the reactants needed to synthesize it. The reactants are: [CH3:1]C(OC(N(C)C)N(C)C)(C)C.[CH3:13][C:14]1[C:19]([N+:20]([O-])=O)=[CH:18][CH:17]=[C:16]([CH3:23])[C:15]=1[Br:24].